From a dataset of CYP1A2 inhibition data for predicting drug metabolism from PubChem BioAssay. Regression/Classification. Given a drug SMILES string, predict its absorption, distribution, metabolism, or excretion properties. Task type varies by dataset: regression for continuous measurements (e.g., permeability, clearance, half-life) or binary classification for categorical outcomes (e.g., BBB penetration, CYP inhibition). Dataset: cyp1a2_veith. (1) The drug is CCOc1c2ccc(C(=O)NCc3ccco3)cc2nn1CC. The result is 1 (inhibitor). (2) The compound is C#CCCCO/N=C1/C[C@@H](O)[C@@H](O)[C@H]2[C@@H]1CC[C@@H]1C(=O)N(CC)C(=O)[C@H]12. The result is 0 (non-inhibitor).